This data is from Full USPTO retrosynthesis dataset with 1.9M reactions from patents (1976-2016). The task is: Predict the reactants needed to synthesize the given product. (1) Given the product [NH2:1][CH2:4][CH:5]1[O:9][C:8](=[O:10])[N:7]([C:11]2[CH:12]=[CH:13][C:14]3[CH2:20][CH2:19][C:18](=[O:21])[CH2:17][CH2:16][C:15]=3[CH:22]=2)[CH2:6]1, predict the reactants needed to synthesize it. The reactants are: [N:1]([CH2:4][CH:5]1[O:9][C:8](=[O:10])[N:7]([C:11]2[CH:12]=[CH:13][C:14]3[CH2:20][CH2:19][C:18](=[O:21])[CH2:17][CH2:16][C:15]=3[CH:22]=2)[CH2:6]1)=[N+]=[N-].[H][H]. (2) Given the product [Br:1][C:2]1[CH:11]=[C:10]([Cl:12])[C:5]2[N:6]([CH3:15])[C:7](=[O:9])[O:8][C:4]=2[CH:3]=1, predict the reactants needed to synthesize it. The reactants are: [Br:1][C:2]1[CH:11]=[C:10]([Cl:12])[C:5]2[NH:6][C:7](=[O:9])[O:8][C:4]=2[CH:3]=1.[H-].[Na+].[CH3:15]I.O. (3) Given the product [Br:8][C:5]1[CH:6]=[CH:7][C:2]([C:14]2[CH:15]=[CH:16][CH:17]=[C:12]([O:11][CH2:9][CH3:10])[C:13]=2[F:21])=[N:3][CH:4]=1, predict the reactants needed to synthesize it. The reactants are: Br[C:2]1[CH:7]=[CH:6][C:5]([Br:8])=[CH:4][N:3]=1.[CH2:9]([O:11][C:12]1[C:13]([F:21])=[C:14](B(O)O)[CH:15]=[CH:16][CH:17]=1)[CH3:10]. (4) The reactants are: [C:1]([CH2:5][C:6]([OH:8])=O)([CH3:4])([CH3:3])[CH3:2].C(Cl)(=O)C(Cl)=O.[C:15]([O:19][C:20](=[O:41])[NH:21][CH2:22][CH2:23][CH:24]([N:26]1[CH2:31][CH2:30][CH:29]([NH:32][CH2:33][C:34]2[CH:35]=[N:36][CH:37]=[CH:38][C:39]=2[CH3:40])[CH2:28][CH2:27]1)[CH3:25])([CH3:18])([CH3:17])[CH3:16].C(N(CC)CC)C. Given the product [C:15]([O:19][C:20](=[O:41])[NH:21][CH2:22][CH2:23][CH:24]([N:26]1[CH2:31][CH2:30][CH:29]([N:32]([C:6](=[O:8])[CH2:5][C:1]([CH3:4])([CH3:3])[CH3:2])[CH2:33][C:34]2[CH:35]=[N:36][CH:37]=[CH:38][C:39]=2[CH3:40])[CH2:28][CH2:27]1)[CH3:25])([CH3:18])([CH3:16])[CH3:17], predict the reactants needed to synthesize it. (5) Given the product [C:22]1([C:28]2[S:32][C:31]([CH:33]=[N:35][S:36]([CH2:38][CH:39]([CH3:41])[CH3:40])=[O:37])=[CH:30][CH:29]=2)[CH:23]=[CH:24][CH:25]=[CH:26][CH:27]=1, predict the reactants needed to synthesize it. The reactants are: C1(C2SC(C(N)C)=CC=2)C=CC=CC=1.Cl.O1CCOCC1.[C:22]1([C:28]2[S:32][C:31]([CH:33]([NH:35][S:36]([CH2:38][CH:39]([CH3:41])[CH3:40])=[O:37])C)=[CH:30][CH:29]=2)[CH:27]=[CH:26][CH:25]=[CH:24][CH:23]=1. (6) Given the product [Br:1][C:2]1[NH:11][C:10](=[O:30])[C:9]([O:12][CH3:13])=[C:8]2[C:3]=1[CH2:4][CH2:5][N:6]([CH2:15][C:16]1[CH:21]=[CH:20][C:19]([F:22])=[C:18]([Cl:23])[CH:17]=1)[C:7]2=[O:14], predict the reactants needed to synthesize it. The reactants are: [Br:1][C:2]1[N:11]=[CH:10][C:9]([O:12][CH3:13])=[C:8]2[C:3]=1[CH2:4][CH2:5][N:6]([CH2:15][C:16]1[CH:21]=[CH:20][C:19]([F:22])=[C:18]([Cl:23])[CH:17]=1)[C:7]2=[O:14].[N+]1([O-:30])C=CC=CC=1. (7) Given the product [CH3:1][N:2]1[C:11](=[O:12])[C:10]2[C:5](=[C:6]([C:13]([Cl:28])=[O:14])[CH:7]=[CH:8][CH:9]=2)[N:4]=[C:3]1[C:16]1[CH:21]=[CH:20][CH:19]=[C:18]([C:22]([F:25])([F:24])[F:23])[CH:17]=1, predict the reactants needed to synthesize it. The reactants are: [CH3:1][N:2]1[C:11](=[O:12])[C:10]2[C:5](=[C:6]([C:13](O)=[O:14])[CH:7]=[CH:8][CH:9]=2)[N:4]=[C:3]1[C:16]1[CH:21]=[CH:20][CH:19]=[C:18]([C:22]([F:25])([F:24])[F:23])[CH:17]=1.S(Cl)([Cl:28])=O.